This data is from Catalyst prediction with 721,799 reactions and 888 catalyst types from USPTO. The task is: Predict which catalyst facilitates the given reaction. (1) Reactant: [CH3:1][O:2][C:3]([CH:5]1[CH2:9][CH:8]([CH2:10][O:11][C:12]2[CH:17]=[CH:16][C:15]([C:18]3[NH:26][C:25]4[C:24](=[O:27])[N:23]([CH2:28][CH2:29][CH3:30])[C:22](=[O:31])[N:21]([CH2:32][CH2:33][CH3:34])[C:20]=4[N:19]=3)=[CH:14][CH:13]=2)[CH2:7][NH:6]1)=[O:4].[F:35][C:36]([F:46])([F:45])[C:37]1[CH:38]=[C:39]([CH:42]=[CH:43][CH:44]=1)[CH2:40]Br.O. Product: [CH3:1][O:2][C:3]([CH:5]1[CH2:9][CH:8]([CH2:10][O:11][C:12]2[CH:17]=[CH:16][C:15]([C:18]3[NH:26][C:25]4[C:24](=[O:27])[N:23]([CH2:28][CH2:29][CH3:30])[C:22](=[O:31])[N:21]([CH2:32][CH2:33][CH3:34])[C:20]=4[N:19]=3)=[CH:14][CH:13]=2)[CH2:7][N:6]1[CH2:40][C:39]1[CH:42]=[CH:43][CH:44]=[C:37]([C:36]([F:35])([F:45])[F:46])[CH:38]=1)=[O:4]. The catalyst class is: 2. (2) Reactant: C(OC(=O)[NH:7][C@H:8]1[CH2:13][CH2:12][C@@H:11]([CH3:14])[N:10]([C:15]([C:17]2[CH:39]=[C:38]([O:40][CH3:41])[C:20]3[N:21]([CH3:37])[C:22]([C:24]4[N:32]([CH2:33][CH:34]5[CH2:36][CH2:35]5)[C:27]5=[N:28][CH:29]=[CH:30][CH:31]=[C:26]5[CH:25]=4)=[N:23][C:19]=3[CH:18]=2)=[O:16])[CH2:9]1)(C)(C)C.C(O)(C(F)(F)F)=O. Product: [NH2:7][C@@H:8]1[CH2:9][N:10]([C:15]([C:17]2[CH:39]=[C:38]([O:40][CH3:41])[C:20]3[N:21]([CH3:37])[C:22]([C:24]4[N:32]([CH2:33][CH:34]5[CH2:36][CH2:35]5)[C:27]5=[N:28][CH:29]=[CH:30][CH:31]=[C:26]5[CH:25]=4)=[N:23][C:19]=3[CH:18]=2)=[O:16])[C@H:11]([CH3:14])[CH2:12][CH2:13]1. The catalyst class is: 98. (3) Reactant: [C:1]([C:5]1[N:13]=[C:12]2[C:8]([N:9]=[CH:10][NH:11]2)=[C:7](Cl)[N:6]=1)([CH3:4])([CH3:3])[CH3:2].[F:15][C:16]1([F:21])[CH2:20][CH2:19][NH:18][CH2:17]1.CCN(C(C)C)C(C)C. Product: [C:1]([C:5]1[N:13]=[C:12]2[C:8]([N:9]=[CH:10][NH:11]2)=[C:7]([N:18]2[CH2:19][CH2:20][C:16]([F:21])([F:15])[CH2:17]2)[N:6]=1)([CH3:4])([CH3:3])[CH3:2]. The catalyst class is: 14. (4) Reactant: Br[C:2]1[N:7]=[C:6]2[CH2:8][C:9](=[O:11])[NH:10][C:5]2=[CH:4][CH:3]=1.[B:12]1(B2OC(C)(C)C(C)(C)O2)[O:16]C(C)(C)C(C)(C)[O:13]1.C(O[K])(C)=O. Product: [O:11]=[C:9]1[NH:10][C:5]2[C:6](=[N:7][C:2]([B:12]([OH:16])[OH:13])=[CH:3][CH:4]=2)[CH2:8]1. The catalyst class is: 75. (5) Reactant: [Br:1][C:2]1[CH:11]=[C:10]2[C:5]([CH:6]=[CH:7][N:8]=[C:9]2Cl)=[CH:4][CH:3]=1. Product: [Br:1][C:2]1[CH:11]=[C:10]2[C:5]([CH:6]=[CH:7][N:8]=[CH:9]2)=[CH:4][CH:3]=1. The catalyst class is: 183. (6) Reactant: C(OC([N:8]1[CH2:12][C@@H:11]([CH2:13][N:14]([CH:32]([CH3:34])[CH3:33])[C:15]([C:17]2[CH:25]=[C:24]3[C:20]([C:21]([CH3:31])=[CH:22][N:23]3[CH2:26][CH2:27][CH2:28][O:29][CH3:30])=[CH:19][CH:18]=2)=[O:16])[C@H:10]([NH2:35])[CH2:9]1)=O)(C)(C)C.[F:36][C:37]1[CH:42]=[CH:41][C:40]([CH2:43][S:44](Cl)(=[O:46])=[O:45])=[CH:39][CH:38]=1.CC#N.O.CC#N. Product: [F:36][C:37]1[CH:38]=[CH:39][C:40]([CH2:43][S:44]([NH:35][C@@H:10]2[CH2:9][NH:8][CH2:12][C@H:11]2[CH2:13][N:14]([CH:32]([CH3:34])[CH3:33])[C:15]([C:17]2[CH:25]=[C:24]3[C:20]([C:21]([CH3:31])=[CH:22][N:23]3[CH2:26][CH2:27][CH2:28][O:29][CH3:30])=[CH:19][CH:18]=2)=[O:16])(=[O:46])=[O:45])=[CH:41][CH:42]=1. The catalyst class is: 6. (7) Reactant: [N:1]1[CH:6]=[CH:5][CH:4]=[CH:3][C:2]=1[NH:7][C:8]([N:10]1[C@@H:16]2[CH2:17][N:13]([CH2:14][CH2:15]2)[C:12]2[CH:18]=[CH:19][C:20]([C:22](O)=[O:23])=[N:21][C:11]1=2)=[O:9].CN(C(ON1N=NC2C=CC=NC1=2)=[N+](C)C)C.F[P-](F)(F)(F)(F)F.CCN(C(C)C)C(C)C.Cl.[F:59][C:60]1([F:65])[CH2:64][CH2:63][NH:62][CH2:61]1. Product: [F:59][C:60]1([F:65])[CH2:64][CH2:63][N:62]([C:22]([C:20]2[CH:19]=[CH:18][C:12]3[N:13]4[CH2:17][C@H:16]([CH2:15][CH2:14]4)[N:10]([C:8]([NH:7][C:2]4[CH:3]=[CH:4][CH:5]=[CH:6][N:1]=4)=[O:9])[C:11]=3[N:21]=2)=[O:23])[CH2:61]1. The catalyst class is: 255.